From a dataset of Catalyst prediction with 721,799 reactions and 888 catalyst types from USPTO. Predict which catalyst facilitates the given reaction. Reactant: [CH2:1]([NH:5][C:6]1[CH:7]=[C:8]([B:12]([OH:14])[OH:13])[CH:9]=[CH:10][CH:11]=1)[CH2:2][CH2:3][CH3:4].[CH3:15][N:16]=[C:17]=[O:18]. The catalyst class is: 1. Product: [CH2:1]([N:5]([C:6]1[CH:7]=[C:8]([B:12]([OH:14])[OH:13])[CH:9]=[CH:10][CH:11]=1)[C:17]([NH:16][CH3:15])=[O:18])[CH2:2][CH2:3][CH3:4].